Task: Predict the reactants needed to synthesize the given product.. Dataset: Full USPTO retrosynthesis dataset with 1.9M reactions from patents (1976-2016) (1) Given the product [CH3:1][O:2][C:3]1[CH:4]=[CH:5][C:6]([N:18]([CH3:19])[S:28]([C:24]2[CH:23]=[N:22][CH:27]=[CH:26][CH:25]=2)(=[O:30])=[O:29])=[C:7]([CH:17]=1)[CH2:8][NH:9][C:10](=[O:16])[O:11][C:12]([CH3:15])([CH3:14])[CH3:13], predict the reactants needed to synthesize it. The reactants are: [CH3:1][O:2][C:3]1[CH:4]=[CH:5][C:6]([NH:18][CH3:19])=[C:7]([CH:17]=1)[CH2:8][NH:9][C:10](=[O:16])[O:11][C:12]([CH3:15])([CH3:14])[CH3:13].[H-].[Na+].[N:22]1[CH:27]=[CH:26][CH:25]=[C:24]([S:28](Cl)(=[O:30])=[O:29])[CH:23]=1. (2) Given the product [CH:1]1([N:4]([C:44](=[O:49])[C:45]([F:46])([F:48])[F:47])[C@@H:5]2[C:14]3[CH2:13][S:12][N:11]=[C:10]([N:15]([C:16]([O:18][C:19]([CH3:20])([CH3:21])[CH3:22])=[O:17])[C:23]([O:25][C:26]([CH3:29])([CH3:28])[CH3:27])=[O:24])[C:9]4=[N:30][N:31]([CH2:33][C:34]5[C:39]([CH3:40])=[C:38]([O:41][CH3:42])[C:37]([CH3:43])=[CH:36][N:35]=5)[N:32]=[C:7]([C:8]=34)[CH2:6]2)[CH2:3][CH2:2]1.[CH:1]1([N:4]([C:44](=[O:49])[C:45]([F:46])([F:48])[F:47])[C@H:5]2[C:14]3[CH2:13][S:12][N:11]=[C:10]([N:15]([C:16]([O:18][C:19]([CH3:20])([CH3:21])[CH3:22])=[O:17])[C:23]([O:25][C:26]([CH3:29])([CH3:28])[CH3:27])=[O:24])[C:9]4=[N:30][N:31]([CH2:33][C:34]5[C:39]([CH3:40])=[C:38]([O:41][CH3:42])[C:37]([CH3:43])=[CH:36][N:35]=5)[N:32]=[C:7]([C:8]=34)[CH2:6]2)[CH2:3][CH2:2]1, predict the reactants needed to synthesize it. The reactants are: [CH:1]1([N:4]([C:44](=[O:49])[C:45]([F:48])([F:47])[F:46])[CH:5]2[C:14]3[CH2:13][S:12][N:11]=[C:10]([N:15]([C:23]([O:25][C:26]([CH3:29])([CH3:28])[CH3:27])=[O:24])[C:16]([O:18][C:19]([CH3:22])([CH3:21])[CH3:20])=[O:17])[C:9]4=[N:30][N:31]([CH2:33][C:34]5[C:39]([CH3:40])=[C:38]([O:41][CH3:42])[C:37]([CH3:43])=[CH:36][N:35]=5)[N:32]=[C:7]([C:8]=34)[CH2:6]2)[CH2:3][CH2:2]1.C(O)C.CCCCCC. (3) Given the product [NH2:40][C:38]1[CH:37]=[C:6]([CH:5]=[C:4]([NH2:1])[CH:39]=1)[C:7]([O:9][C@H:10]1[CH2:34][CH2:33][C@@:32]2([CH3:35])[C:12](=[CH:13][CH2:14][C@@H:15]3[C@@H:31]2[CH2:30][CH2:29][C@@:28]2([CH3:36])[C@H:16]3[CH2:17][CH2:18][C@@H:19]2[C@H:20]([CH3:27])[CH2:21][CH2:22][CH2:23][CH:24]([CH3:26])[CH3:25])[CH2:11]1)=[O:8], predict the reactants needed to synthesize it. The reactants are: [N+:1]([C:4]1[CH:5]=[C:6]([CH:37]=[C:38]([N+:40]([O-])=O)[CH:39]=1)[C:7]([O:9][C@H:10]1[CH2:34][CH2:33][C@@:32]2([CH3:35])[C:12](=[CH:13][CH2:14][C@@H:15]3[C@@H:31]2[CH2:30][CH2:29][C@@:28]2([CH3:36])[C@H:16]3[CH2:17][CH2:18][C@@H:19]2[C@H:20]([CH3:27])[CH2:21][CH2:22][CH2:23][CH:24]([CH3:26])[CH3:25])[CH2:11]1)=[O:8])([O-])=O. (4) Given the product [CH3:22][C:17]1[CH2:16][NH:15][CH2:20][CH2:19][C:18]=1[C:1]1[CH:6]=[CH:5][CH:4]=[CH:3][CH:2]=1, predict the reactants needed to synthesize it. The reactants are: [C:1]1([Li])[CH:6]=[CH:5][CH:4]=[CH:3][CH:2]=1.C([N:15]1[CH2:20][CH2:19][C:18](=O)[CH:17]([CH3:22])[CH2:16]1)C1C=CC=CC=1.[OH-].[Na+].ClC(OC(Cl)C)=O. (5) Given the product [Cl:21][C:22]1[CH:27]=[CH:26][C:25]([C:28]2[C:34]3[CH:35]=[C:36]([O:39][CH3:40])[CH:37]=[CH:38][C:33]=3[NH:32][C:31](=[S:2])[C@H:30]([CH2:42][C:43]([O:45][CH3:46])=[O:44])[N:29]=2)=[CH:24][CH:23]=1, predict the reactants needed to synthesize it. The reactants are: P12(SP3(SP(SP(S3)(S1)=S)(=S)S2)=S)=[S:2].C([O-])([O-])=O.[Na+].[Na+].[Cl:21][C:22]1[CH:27]=[CH:26][C:25]([C:28]2[C:34]3[CH:35]=[C:36]([O:39][CH3:40])[CH:37]=[CH:38][C:33]=3[NH:32][C:31](=O)[C@H:30]([CH2:42][C:43]([O:45][CH3:46])=[O:44])[N:29]=2)=[CH:24][CH:23]=1. (6) Given the product [ClH:1].[ClH:1].[CH3:36][NH:37][C:38]([C:40]1[C:48]2[CH:47]=[C:46]([C:49]3[C:54]([Br:55])=[CH:53][N:52]=[C:51]([NH:56][CH2:57][CH2:58][CH:59]4[CH2:60][CH2:61][N:62]([CH3:3])[CH2:63][CH2:64]4)[N:50]=3)[S:45][C:44]=2[CH:43]=[CH:42][CH:41]=1)=[O:39], predict the reactants needed to synthesize it. The reactants are: [ClH:1].Cl.[CH:3]1(NC(C2C3C=C(C4C(F)=CN=C(NCCCC5CCN(C)CC5)N=4)SC=3C=CC=2)=O)CC1.[CH3:36][NH:37][C:38]([C:40]1[C:48]2[CH:47]=[C:46]([C:49]3[C:54]([Br:55])=[CH:53][N:52]=[C:51]([NH:56][CH2:57][CH2:58][CH:59]4[CH2:64][CH2:63][NH:62][CH2:61][CH2:60]4)[N:50]=3)[S:45][C:44]=2[CH:43]=[CH:42][CH:41]=1)=[O:39].